This data is from Retrosynthesis with 50K atom-mapped reactions and 10 reaction types from USPTO. The task is: Predict the reactants needed to synthesize the given product. Given the product Cc1cc(OCc2ccc(F)cc2F)c(Br)c(=O)n1Cc1cnc(CNC(=O)CO)cn1, predict the reactants needed to synthesize it. The reactants are: CC(=O)OCC(=O)NCc1cnc(Cn2c(C)cc(OCc3ccc(F)cc3F)c(Br)c2=O)cn1.